Dataset: Reaction yield outcomes from USPTO patents with 853,638 reactions. Task: Predict the reaction yield, written as a fraction of the theoretical maximum amount of product (1.0 means a 100% yield; for example, 0.34 means a 34% yield). (1) The reactants are [CH2:1]([O:8][C@H:9]1[CH2:14][CH2:13][CH2:12][CH2:11][C@@H:10]1[NH:15][C:16]([C:18]1[N:19]=[C:20]([C:30]2[CH:35]=[CH:34][CH:33]=[CH:32][C:31]=2[Cl:36])[N:21]([C:23]2[CH:28]=[CH:27][C:26]([Cl:29])=[CH:25][CH:24]=2)[CH:22]=1)=[O:17])[C:2]1[CH:7]=[CH:6][CH:5]=[CH:4][CH:3]=1.[Br:37]N1C(=O)CCC1=O. The catalyst is CN(C)C=O. The product is [CH2:1]([O:8][C@H:9]1[CH2:14][CH2:13][CH2:12][CH2:11][C@@H:10]1[NH:15][C:16]([C:18]1[N:19]=[C:20]([C:30]2[CH:35]=[CH:34][CH:33]=[CH:32][C:31]=2[Cl:36])[N:21]([C:23]2[CH:24]=[CH:25][C:26]([Cl:29])=[CH:27][CH:28]=2)[C:22]=1[Br:37])=[O:17])[C:2]1[CH:7]=[CH:6][CH:5]=[CH:4][CH:3]=1. The yield is 0.860. (2) The reactants are Cl[C:2]1[N:7]=[CH:6][N:5]=[C:4]([N:8]([C:16]2[CH:21]=[CH:20][C:19]([N:22]3[CH2:27][CH2:26][N:25]([CH3:28])[CH2:24][CH2:23]3)=[CH:18][C:17]=2[O:29][CH3:30])[C:9](=[O:15])[O:10][C:11]([CH3:14])([CH3:13])[CH3:12])[CH:3]=1.[N+:31]([C:34]1[CH:35]=[C:36]([CH:38]=[CH:39][CH:40]=1)[NH2:37])([O-:33])=[O:32].C([O-])([O-])=O.[K+].[K+].CC(C1C=C(C(C)C)C(C2C=CC=CC=2P(C2CCCCC2)C2CCCCC2)=C(C(C)C)C=1)C. The catalyst is C1C=CC(/C=C/C(/C=C/C2C=CC=CC=2)=O)=CC=1.C1C=CC(/C=C/C(/C=C/C2C=CC=CC=2)=O)=CC=1.C1C=CC(/C=C/C(/C=C/C2C=CC=CC=2)=O)=CC=1.[Pd].[Pd]. The product is [CH3:30][O:29][C:17]1[CH:18]=[C:19]([N:22]2[CH2:27][CH2:26][N:25]([CH3:28])[CH2:24][CH2:23]2)[CH:20]=[CH:21][C:16]=1[N:8]([C:4]1[CH:3]=[C:2]([NH:37][C:36]2[CH:38]=[CH:39][CH:40]=[C:34]([N+:31]([O-:33])=[O:32])[CH:35]=2)[N:7]=[CH:6][N:5]=1)[C:9](=[O:15])[O:10][C:11]([CH3:14])([CH3:13])[CH3:12]. The yield is 0.830. (3) The reactants are [F:1][C:2]1[CH:7]=[C:6]([I:8])[CH:5]=[CH:4][C:3]=1[NH2:9].N1C=CC=CC=1.[CH3:16][S:17](Cl)(=[O:19])=[O:18].Cl. The catalyst is ClCCl. The product is [F:1][C:2]1[CH:7]=[C:6]([I:8])[CH:5]=[CH:4][C:3]=1[NH:9][S:17]([CH3:16])(=[O:19])=[O:18]. The yield is 0.950. (4) The reactants are [CH3:1][O:2][C:3]([C:5]1[CH:10]=[CH:9][C:8]([CH:11]2[CH2:15][CH2:14][CH2:13][O:12]2)=[C:7](Br)[N:6]=1)=[O:4].[Cl:17][C:18]1[CH:19]=[C:20](B(O)O)[CH:21]=[CH:22][CH:23]=1.C(=O)([O-])[O-].[Cs+].[Cs+]. The catalyst is CN(C=O)C.C1(P(C2C=CC=CC=2)[C-]2C=CC=C2)C=CC=CC=1.[C-]1(P(C2C=CC=CC=2)C2C=CC=CC=2)C=CC=C1.[Fe+2].C(Cl)Cl.[Pd-](Cl)Cl. The product is [CH3:1][O:2][C:3]([C:5]1[CH:10]=[CH:9][C:8]([CH:11]2[CH2:15][CH2:14][CH2:13][O:12]2)=[C:7]([C:22]2[CH:21]=[CH:20][CH:19]=[C:18]([Cl:17])[CH:23]=2)[N:6]=1)=[O:4]. The yield is 0.910. (5) The reactants are [C:1]1([CH2:7][CH2:8][SH:9])[CH:6]=[CH:5][CH:4]=[CH:3][CH:2]=1.C[Si]([N-][Si](C)(C)C)(C)C.[Na+].Cl[C:21]1[C:26]([C:27]([NH:29][CH:30]2[CH2:35][CH2:34][CH2:33][CH2:32][CH2:31]2)=[O:28])=[CH:25][CH:24]=[C:23]([Cl:36])[N:22]=1. The catalyst is CN(C=O)C. The product is [Cl:36][C:23]1[N:22]=[C:21]([S:9][CH2:8][CH2:7][C:1]2[CH:6]=[CH:5][CH:4]=[CH:3][CH:2]=2)[C:26]([C:27]([NH:29][CH:30]2[CH2:31][CH2:32][CH2:33][CH2:34][CH2:35]2)=[O:28])=[CH:25][CH:24]=1. The yield is 0.850.